From a dataset of Drug-target binding data from BindingDB using IC50 measurements. Regression. Given a target protein amino acid sequence and a drug SMILES string, predict the binding affinity score between them. We predict pIC50 (pIC50 = -log10(IC50 in M); higher means more potent). Dataset: bindingdb_ic50. (1) The small molecule is CCN(CC)C(=O)c1cc(-c2cccs2)nc2c1c(C)nn2-c1ccccc1C. The pIC50 is 4.2. The target protein sequence is MPLVDFFCETCSKPWLVGWWDQFKRMLNRELTHLSEMSRSGNQVSEYISTTFLDKQNEVEIPSPTMKEREKQQAPRPRPSQPPPPPVPHLQPMSQITGLKKLMHSNSLNNSNIPRFGVKTDQEELLAQELENLNKWGLNIFCVSDYAGGRSLTCIMYMIFQERDLLKKFRIPVDTMVTYMLTLEDHYHADVAYHNSLHAADVLQSTHVLLATPALDAVFTDLEILAALFAAAIHDVDHPGVSNQFLINTNSELALMYNDESVLENHHLAVGFKLLQEDNCDIFQNLSKRQRQSLRKMVIDMVLATDMSKHMTLLADLKTMVETKKVTSSGVLLLDNYSDRIQVLRNMVHCADLSNPTKPLELYRQWTDRIMAEFFQQGDRERERGMEISPMCDKHTASVEKSQVGFIDYIVHPLWETWADLVHPDAQEILDTLEDNRDWYYSAIRQSPSPPPEEESRGPGHPPLPDKFQFELTLEEEEEEEISMAQIPCTAQEALTAQGL.... (2) The small molecule is CC(C)C[C@H](NC(=O)C(O)[C@@H](C)N)C(=O)O. The target protein (O09175) has sequence MESSGPSSCHSAARRPLHSAQAVDVASASSFRAFEILHLHLDLRAEFGPPGPGPGSRGLNGKATLELRCLLPEGASELRLDSHSCLEVMAATLLRGQPGDQQQLTEPVPFHTQPFSHYGQALCVVFPKPCCAAERFRLELTYRVGEGPGVCWLAPEQTAGKKKPFVYTQGQAVLNRAFFPCFDTPAVKCTYSALVEVPDGFTAVMSASTWERRGPNKFFFQMSQPIPSYLIALAIGDLASAEVGPRSRVWAEPCLIEAAKEEYNGVIEEFLATGEKLFGPYVWGRYDLLFMPPSFPFGGMENPCLTFVTPCLLAGDRSLADVIIHEISHSWFGNLVTNANWGEFWLNEGFTMYAQRRISTILFGAAYTCLEAATGRALLRQHMDVSGEENPLNKLRVKIEPGVDPDDTYNETPYEKGYCFVSYLAHLVGDQEQFDKFLKAYVDEFKFQSILAEDFLEFYLEYFPELKKKGVDSIPGFEFNRWLNTPGWPPYLPDLSPGDS.... The pIC50 is 4.2.